From a dataset of Catalyst prediction with 721,799 reactions and 888 catalyst types from USPTO. Predict which catalyst facilitates the given reaction. (1) Reactant: [CH2:1]([O:3][C:4]([C:6]1[CH:7]=[N:8][N:9]([C:11]2[N:15]([CH2:16][O:17][CH2:18][CH2:19][O:20][CH3:21])[C:14]3[CH:22]=[C:23]([Cl:27])[C:24]([NH2:26])=[CH:25][C:13]=3[N:12]=2)[CH:10]=1)=[O:5])[CH3:2].NC1C(Cl)=CC2NC(N3C=C(C(O)=O)C=N3)=NC=2C=1.O[CH:48](S([O-])(=O)=O)[CH2:49][N:50]1[CH2:55][CH2:54][O:53][CH2:52][CH2:51]1.[Na+].C(N(CC)CC)C.C(O[BH-](OC(=O)C)OC(=O)C)(=O)C.[Na+]. Product: [CH2:1]([O:3][C:4]([C:6]1[CH:7]=[N:8][N:9]([C:11]2[N:15]([CH2:16][O:17][CH2:18][CH2:19][O:20][CH3:21])[C:14]3[CH:22]=[C:23]([Cl:27])[C:24]([NH:26][CH2:48][CH2:49][N:50]4[CH2:55][CH2:54][O:53][CH2:52][CH2:51]4)=[CH:25][C:13]=3[N:12]=2)[CH:10]=1)=[O:5])[CH3:2]. The catalyst class is: 674. (2) Reactant: [CH2:1]([O:8][C:9]([NH:11][CH2:12][C:13]([N:15]([CH2:17][CH:18](OC)OC)[CH3:16])=[O:14])=[O:10])[C:2]1[CH:7]=[CH:6][CH:5]=[CH:4][CH:3]=1.O.C1(C)C=CC(S(O)(=O)=O)=CC=1. Product: [CH2:1]([O:8][C:9]([N:11]1[CH:18]=[CH:17][N:15]([CH3:16])[C:13](=[O:14])[CH2:12]1)=[O:10])[C:2]1[CH:3]=[CH:4][CH:5]=[CH:6][CH:7]=1. The catalyst class is: 11.